This data is from Full USPTO retrosynthesis dataset with 1.9M reactions from patents (1976-2016). The task is: Predict the reactants needed to synthesize the given product. (1) Given the product [N+:18]([C:15]1[CH:16]=[CH:17][C:10]2[S:3][C:2]([C:1]([O:5][CH3:6])=[O:4])=[CH:12][C:11]=2[CH:14]=1)([O-:20])=[O:19], predict the reactants needed to synthesize it. The reactants are: [C:1]([O:5][CH3:6])(=[O:4])[CH2:2][SH:3].[H-].[Na+].Cl[C:10]1[CH:17]=[CH:16][C:15]([N+:18]([O-:20])=[O:19])=[CH:14][C:11]=1[CH:12]=O.Cl. (2) Given the product [OH:22][CH2:21][C@@H:20]([NH:19][C:16]([C:9]1[C:10]2[CH2:11][C@H:12]3[CH2:15][C@H:13]3[C:14]=2[N:7]([C:2]2[CH:3]=[N:4][CH:5]=[CH:6][N:1]=2)[N:8]=1)=[O:18])[C:23]([CH3:26])([CH3:25])[CH3:24], predict the reactants needed to synthesize it. The reactants are: [N:1]1[CH:6]=[CH:5][N:4]=[CH:3][C:2]=1[N:7]1[C:14]2[C@@H:13]3[CH2:15][C@@H:12]3[CH2:11][C:10]=2[C:9]([C:16]([OH:18])=O)=[N:8]1.[NH2:19][C@@H:20]([C:23]([CH3:26])([CH3:25])[CH3:24])[CH2:21][OH:22]. (3) Given the product [CH3:8][C:5]1[CH2:6][CH2:7][CH:2]([NH:1][C:27]([NH:26][C:23]2[CH:24]=[CH:25][C:20]([F:19])=[CH:21][CH:22]=2)=[O:28])[CH2:3][CH:4]=1, predict the reactants needed to synthesize it. The reactants are: [NH2:1][CH:2]1[CH2:7][CH2:6][C:5]([CH3:8])=[CH:4][CH2:3]1.ClCCl.C(N(CC)CC)C.[F:19][C:20]1[CH:25]=[CH:24][C:23]([N:26]=[C:27]=[O:28])=[CH:22][CH:21]=1. (4) Given the product [CH3:28][C:36]1[C:34](=[O:35])[NH:1][C:2]2[N:3]=[CH:4][CH:5]=[C:6]([O:9][C:10]3[C:19]4[C:14](=[CH:15][CH:16]=[CH:17][CH:18]=4)[C:13]([NH:20][C:21](=[O:27])[O:22][C:23]([CH3:24])([CH3:26])[CH3:25])=[CH:12][CH:11]=3)[C:7]=2[N:8]=1, predict the reactants needed to synthesize it. The reactants are: [NH2:1][C:2]1[C:7]([NH2:8])=[C:6]([O:9][C:10]2[C:19]3[C:14](=[CH:15][CH:16]=[CH:17][CH:18]=3)[C:13]([NH:20][C:21](=[O:27])[O:22][C:23]([CH3:26])([CH3:25])[CH3:24])=[CH:12][CH:11]=2)[CH:5]=[CH:4][N:3]=1.[CH2:28](Cl)Cl.CCO[C:34]([CH3:36])=[O:35]. (5) The reactants are: CN(C1C=CC=CN=1)C.Cl.C(N=C=NCCCN(C)C)C.[CH2:22]([O:25][CH2:26][CH2:27][CH2:28][CH2:29][O:30][C:31]1[CH:39]=[CH:38][C:34]([C:35]([OH:37])=[O:36])=[CH:33][CH:32]=1)[CH:23]=[CH2:24].[CH2:40]([O:48][C:49]1[CH:72]=[CH:71][C:52]([C:53]([O:55][C:56]2[CH:68]=[CH:67][C:66]3[C:65]4[C:60](=[CH:61][C:62](O)=[CH:63][CH:64]=4)[CH:59]([CH3:70])[C:58]=3[CH:57]=2)=[O:54])=[CH:51][CH:50]=1)[CH2:41][CH2:42][CH2:43][CH2:44][CH2:45][CH2:46][CH3:47]. Given the product [CH2:22]([O:25][CH2:26][CH2:27][CH2:28][CH2:29][O:30][C:31]1[CH:39]=[CH:38][C:34]([C:35]([O:37][C:62]2[CH:63]=[CH:64][C:65]3[C:66]4[C:58](=[CH:57][C:56]([O:55][C:53](=[O:54])[C:52]5[CH:51]=[CH:50][C:49]([O:48][CH2:40][CH2:41][CH2:42][CH2:43][CH2:44][CH2:45][CH2:46][CH3:47])=[CH:72][CH:71]=5)=[CH:68][CH:67]=4)[CH:59]([CH3:70])[C:60]=3[CH:61]=2)=[O:36])=[CH:33][CH:32]=1)[CH:23]=[CH2:24], predict the reactants needed to synthesize it.